Dataset: Catalyst prediction with 721,799 reactions and 888 catalyst types from USPTO. Task: Predict which catalyst facilitates the given reaction. (1) Reactant: [C:1](Cl)(=[O:8])[C:2]1[CH:7]=[CH:6][CH:5]=[CH:4][CH:3]=1.[CH3:10][C:11]1[CH:25]=[CH:24][C:14]([C:15]([N:17]2[CH2:22][CH2:21][CH2:20][C@@H:19]([NH2:23])[CH2:18]2)=[O:16])=[CH:13][CH:12]=1.[OH-].[Na+].[Cl-].[Na+]. Product: [CH3:10][C:11]1[CH:12]=[CH:13][C:14]([C:15]([N:17]2[CH2:22][CH2:21][CH2:20][C@@H:19]([NH:23][C:1](=[O:8])[C:2]3[CH:7]=[CH:6][CH:5]=[CH:4][CH:3]=3)[CH2:18]2)=[O:16])=[CH:24][CH:25]=1. The catalyst class is: 159. (2) Reactant: [CH3:1][N:2]([CH3:8])[CH2:3][CH2:4][C:5]([OH:7])=[O:6].C(Cl)CCl.O[CH2:14][C:15]1[CH:16]=[C:17]([C:42]([O:44][CH2:45][CH2:46][CH2:47][CH2:48][CH2:49][CH2:50][CH2:51][CH2:52]/[CH:53]=[CH:54]\[CH2:55]/[CH:56]=[CH:57]\[CH2:58][CH2:59][CH2:60][CH2:61][CH3:62])=[O:43])[CH:18]=[C:19]([CH:41]=1)[C:20]([O:22][CH2:23][CH2:24][CH2:25][CH2:26][CH2:27][CH2:28][CH2:29][CH2:30]/[CH:31]=[CH:32]\[CH2:33]/[CH:34]=[CH:35]\[CH2:36][CH2:37][CH2:38][CH2:39][CH3:40])=[O:21]. Product: [CH3:1][N:2]([CH3:8])[CH2:3][CH2:4][C:5]([O:7][CH2:14][C:15]1[CH:16]=[C:17]([C:42]([O:44][CH2:45][CH2:46][CH2:47][CH2:48][CH2:49][CH2:50][CH2:51][CH2:52]/[CH:53]=[CH:54]\[CH2:55]/[CH:56]=[CH:57]\[CH2:58][CH2:59][CH2:60][CH2:61][CH3:62])=[O:43])[CH:18]=[C:19]([CH:41]=1)[C:20]([O:22][CH2:23][CH2:24][CH2:25][CH2:26][CH2:27][CH2:28][CH2:29][CH2:30]/[CH:31]=[CH:32]\[CH2:33]/[CH:34]=[CH:35]\[CH2:36][CH2:37][CH2:38][CH2:39][CH3:40])=[O:21])=[O:6]. The catalyst class is: 808.